From a dataset of Forward reaction prediction with 1.9M reactions from USPTO patents (1976-2016). Predict the product of the given reaction. (1) Given the reactants [CH3:1][O:2][C:3]([C:5]1[S:6][C:7]([N+]([O-])=O)=[C:8]([S:10]([C:13]2[CH:14]=[N:15][C:16]([Cl:20])=[C:17]([Br:19])[CH:18]=2)(=[O:12])=[O:11])[CH:9]=1)=[O:4].[CH3:24][S-:25].[Na+], predict the reaction product. The product is: [CH3:1][O:2][C:3]([C:5]1[S:6][C:7]([S:25][CH3:24])=[C:8]([S:10]([C:13]2[CH:14]=[N:15][C:16]([Cl:20])=[C:17]([Br:19])[CH:18]=2)(=[O:12])=[O:11])[CH:9]=1)=[O:4]. (2) Given the reactants [F:1][C:2]1[CH:7]=[CH:6][CH:5]=[C:4]([S:8]([CH:11]([CH3:13])[CH3:12])(=[O:10])=[O:9])[C:3]=1[NH2:14].CN(C=O)C.[H-].[Na+].[Cl:22][C:23]1[N:28]=[C:27](Cl)[C:26]([Cl:30])=[CH:25][N:24]=1, predict the reaction product. The product is: [Cl:22][C:23]1[N:28]=[C:27]([NH:14][C:3]2[C:4]([S:8]([CH:11]([CH3:12])[CH3:13])(=[O:10])=[O:9])=[CH:5][CH:6]=[CH:7][C:2]=2[F:1])[C:26]([Cl:30])=[CH:25][N:24]=1. (3) Given the reactants [F:1][CH:2]([F:27])[O:3][C:4]1[C:5]([C:10]([NH:13][C:14]2[N:15]=[N:16][C:17]([C:20]3[S:21][C:22]([C:25]#[N:26])=[CH:23][N:24]=3)=[CH:18][N:19]=2)([CH3:12])[CH3:11])=[N:6][CH:7]=[CH:8][CH:9]=1.C([O-])([O-])=[O:29].[K+].[K+].CS(C)=O.OO, predict the reaction product. The product is: [F:27][CH:2]([F:1])[O:3][C:4]1[C:5]([C:10]([NH:13][C:14]2[N:15]=[N:16][C:17]([C:20]3[S:21][C:22]([C:25]([NH2:26])=[O:29])=[CH:23][N:24]=3)=[CH:18][N:19]=2)([CH3:12])[CH3:11])=[N:6][CH:7]=[CH:8][CH:9]=1. (4) Given the reactants Cl[C:2]1[CH:7]=[C:6]([NH:8][CH:9]2[CH2:11][CH2:10]2)[N:5]2[N:12]=[CH:13][C:14]([CH:15]=[C:16]3[S:20][C:19](=[O:21])[NH:18][C:17]3=[O:22])=[C:4]2[N:3]=1.[Cl:23][C:24]1[CH:25]=[C:26]([CH:28]=[CH:29][CH:30]=1)[NH2:27].C1(C)C=CC(S(O)(=O)=O)=CC=1.CO.ClCCl, predict the reaction product. The product is: [Cl:23][C:24]1[CH:25]=[C:26]([NH:27][C:2]2[CH:7]=[C:6]([NH:8][CH:9]3[CH2:11][CH2:10]3)[N:5]3[N:12]=[CH:13][C:14]([CH:15]=[C:16]4[S:20][C:19](=[O:21])[NH:18][C:17]4=[O:22])=[C:4]3[N:3]=2)[CH:28]=[CH:29][CH:30]=1. (5) The product is: [NH:17]1[C:18]2=[N:19][CH:20]=[CH:21][CH:22]=[C:23]2[C:15]([C:10]2([OH:14])[CH2:11][CH2:12][CH2:13][NH:8][CH2:9]2)=[CH:16]1. Given the reactants C([N:8]1[CH2:13][CH2:12][CH2:11][C:10]([C:15]2[C:23]3[C:18](=[N:19][CH:20]=[CH:21][CH:22]=3)[NH:17][CH:16]=2)([OH:14])[CH2:9]1)C1C=CC=CC=1.C([O-])=O.[NH4+], predict the reaction product.